From a dataset of Full USPTO retrosynthesis dataset with 1.9M reactions from patents (1976-2016). Predict the reactants needed to synthesize the given product. Given the product [CH2:13]([C:14]([OH:17])([CH2:15][CH3:16])[C:6]#[C:5][Si:1]([CH3:4])([CH3:3])[CH3:2])[CH3:12], predict the reactants needed to synthesize it. The reactants are: [Si:1]([C:5]#[CH:6])([CH3:4])([CH3:3])[CH3:2].[Li]CCCC.[CH3:12][CH2:13][C:14](=[O:17])[CH2:15][CH3:16].